This data is from Full USPTO retrosynthesis dataset with 1.9M reactions from patents (1976-2016). The task is: Predict the reactants needed to synthesize the given product. (1) Given the product [NH:18]1[CH:19]=[N:20][C:16]([C:12]2[CH:11]=[C:10]3[C:15](=[CH:14][CH:13]=2)[NH:7][N:8]=[C:9]3[C:40]2[CH:41]=[C:42]([NH:46][C:49](=[O:50])[CH:48]([CH3:52])[CH3:47])[CH:43]=[CH:44][CH:45]=2)=[N:17]1, predict the reactants needed to synthesize it. The reactants are: O1CCCCC1[N:7]1[C:15]2[C:10](=[CH:11][C:12]([C:16]3[N:20]=[CH:19][N:18](C(C4C=CC=CC=4)(C4C=CC=CC=4)C4C=CC=CC=4)[N:17]=3)=[CH:13][CH:14]=2)[C:9]([C:40]2[CH:41]=[C:42]([NH2:46])[CH:43]=[CH:44][CH:45]=2)=[N:8]1.[CH3:47][CH:48]([CH3:52])[C:49](Cl)=[O:50].O.ClCCl. (2) Given the product [Cl:20][C:9]1[C:4]2[C:3]([CH3:12])=[C:2]([Cl:1])[S:11][C:5]=2[N:6]=[CH:7][N:8]=1, predict the reactants needed to synthesize it. The reactants are: [Cl:1][C:2]1[S:11][C:5]2[N:6]=[CH:7][NH:8][C:9](=O)[C:4]=2[C:3]=1[CH3:12].CN(C=O)C.S(Cl)([Cl:20])=O.